From a dataset of Human liver microsome stability data. Regression/Classification. Given a drug SMILES string, predict its absorption, distribution, metabolism, or excretion properties. Task type varies by dataset: regression for continuous measurements (e.g., permeability, clearance, half-life) or binary classification for categorical outcomes (e.g., BBB penetration, CYP inhibition). Dataset: hlm. (1) The molecule is Cc1cc(Cl)cc2cc(C(=O)N3CC(N4CCCC4)C3)[nH]c12. The result is 0 (unstable in human liver microsomes). (2) The compound is Oc1cc(-c2ccc(F)cc2)cnc1O. The result is 0 (unstable in human liver microsomes). (3) The molecule is CCc1nc(N)nc(N)c1-c1ccc2c(c1)N(CCNC(C)=O)C(=O)C(C)(c1ccc(Cl)cc1)O2. The result is 0 (unstable in human liver microsomes). (4) The compound is COc1ccccc1CC(c1ccccc1)N1CCNCC1. The result is 0 (unstable in human liver microsomes). (5) The compound is CC(C)CCn1nc(-c2cccs2)c(O)c(C2=NS(=O)(=O)c3cc(CCC(N)=O)ccc3N2)c1=O. The result is 0 (unstable in human liver microsomes). (6) The drug is COc1cccc(-c2ncc(OC)c3c(C(=O)C(=O)N4CCN(C(=O)c5ccccc5)CC4)c[nH]c23)n1. The result is 1 (stable in human liver microsomes).